Dataset: Full USPTO retrosynthesis dataset with 1.9M reactions from patents (1976-2016). Task: Predict the reactants needed to synthesize the given product. (1) Given the product [CH3:1][O:2][C:3]1[CH:10]=[CH:9][C:6](/[CH:7]=[C:14](\[CH2:15][CH2:16][CH2:17][CH2:18][CH3:19])/[C:12](=[O:11])[CH3:13])=[CH:5][CH:4]=1, predict the reactants needed to synthesize it. The reactants are: [CH3:1][O:2][C:3]1[CH:10]=[CH:9][C:6]([CH:7]=O)=[CH:5][CH:4]=1.[O:11]=[C:12]([CH:14](P(=O)(OCC)OCC)[CH2:15][CH2:16][CH2:17][CH2:18][CH3:19])[CH3:13]. (2) The reactants are: [Cl:1][C:2]1[CH:7]=[CH:6][N:5]=[C:4]([C:8]([O:10][CH2:11][CH3:12])=[O:9])[CH:3]=1.ClC1C=CC=C(C(OO)=[O:21])C=1. Given the product [Cl:1][C:2]1[CH:3]=[C:4]([C:8]([O:10][CH2:11][CH3:12])=[O:9])[N+:5]([O-:21])=[CH:6][CH:7]=1, predict the reactants needed to synthesize it.